Dataset: Forward reaction prediction with 1.9M reactions from USPTO patents (1976-2016). Task: Predict the product of the given reaction. (1) Given the reactants C(O)(C)(C)C.Cl[C:7]1[CH:8]=[C:9]([N:14]2[C:19]3[CH:20]=[CH:21][C:22]([NH:24][S:25]([CH3:28])(=[O:27])=[O:26])=[CH:23][C:18]=3[O:17][C:16]([CH3:30])([CH3:29])[C:15]2=[O:31])[CH:10]=[CH:11][C:12]=1[F:13].C(=O)([O-])[O-].[K+].[K+].[C:38](=[O:45])([O:40][C:41]([CH3:44])([CH3:43])[CH3:42])[NH2:39], predict the reaction product. The product is: [CH3:29][C:16]1([CH3:30])[C:15](=[O:31])[N:14]([C:9]2[CH:10]=[CH:11][C:12]([F:13])=[C:7]([NH:39][C:38](=[O:45])[O:40][C:41]([CH3:44])([CH3:43])[CH3:42])[CH:8]=2)[C:19]2[CH:20]=[CH:21][C:22]([NH:24][S:25]([CH3:28])(=[O:27])=[O:26])=[CH:23][C:18]=2[O:17]1. (2) Given the reactants [Br:1][C:2]1[C:3]([F:12])=[CH:4][C:5]([O:10][CH3:11])=[C:6]([NH:8]N)[CH:7]=1.[CH:13](=O)[CH:14]([CH3:16])[CH3:15].Cl.[BH4-].[Na+], predict the reaction product. The product is: [Br:1][C:2]1[C:3]([F:12])=[CH:4][C:5]([O:10][CH3:11])=[C:6]2[C:7]=1[C:14]([CH3:16])([CH3:15])[CH2:13][NH:8]2. (3) Given the reactants [CH3:1][N:2]1[CH:10]=[C:9]2[C:4]([C:5]([C:12]#[N:13])=[CH:6][CH:7]=[C:8]2[CH3:11])=[N:3]1, predict the reaction product. The product is: [CH3:1][N:2]1[CH:10]=[C:9]2[C:4]([C:5]([CH2:12][NH2:13])=[CH:6][CH:7]=[C:8]2[CH3:11])=[N:3]1. (4) The product is: [NH:3]1[C:2]2[C:1](=[CH:4][CH:5]=[CH:6][CH:7]=2)[CH:9]=[CH:8]1. Given the reactants [CH3:1][C:2]1[CH:7]=[CH:6][CH:5]=[CH:4][N:3]=1.[CH2:8](C1C=CC=CN=1)[CH3:9].C(C1C=CC=CN=1)CC.CC1C(C)=NC=CC=1.C(C1C(C)=NC=CC=1)C.CC1C=CN=C(C)C=1C.C1(C2C=CC=CN=2)C=CC=CC=1.C(C1C=CC=CN=1)C1C=CC=CC=1.[Cl-].N1C=CC=CC=1, predict the reaction product. (5) Given the reactants [NH:1]1[C:5]2=[N:6][CH:7]=[C:8]([C:10]#[N:11])[CH:9]=[C:4]2[CH:3]=[CH:2]1.[OH-].[K+].[I:14]I.[O-]S([O-])(=S)=O.[Na+].[Na+], predict the reaction product. The product is: [I:14][C:3]1[C:4]2[C:5](=[N:6][CH:7]=[C:8]([C:10]#[N:11])[CH:9]=2)[NH:1][CH:2]=1.